Dataset: Peptide-MHC class I binding affinity with 185,985 pairs from IEDB/IMGT. Task: Regression. Given a peptide amino acid sequence and an MHC pseudo amino acid sequence, predict their binding affinity value. This is MHC class I binding data. (1) The peptide sequence is KPFNNILDL. The MHC is HLA-A02:03 with pseudo-sequence HLA-A02:03. The binding affinity (normalized) is 0.0690. (2) The peptide sequence is WLPSGGTLV. The MHC is HLA-A02:01 with pseudo-sequence HLA-A02:01. The binding affinity (normalized) is 0.633.